Dataset: CYP2C19 inhibition data for predicting drug metabolism from PubChem BioAssay. Task: Regression/Classification. Given a drug SMILES string, predict its absorption, distribution, metabolism, or excretion properties. Task type varies by dataset: regression for continuous measurements (e.g., permeability, clearance, half-life) or binary classification for categorical outcomes (e.g., BBB penetration, CYP inhibition). Dataset: cyp2c19_veith. The molecule is c1ccc2c(CSCCc3ccncc3)cccc2c1. The result is 1 (inhibitor).